This data is from NCI-60 drug combinations with 297,098 pairs across 59 cell lines. The task is: Regression. Given two drug SMILES strings and cell line genomic features, predict the synergy score measuring deviation from expected non-interaction effect. Drug 1: CC1=C(C=C(C=C1)C(=O)NC2=CC(=CC(=C2)C(F)(F)F)N3C=C(N=C3)C)NC4=NC=CC(=N4)C5=CN=CC=C5. Drug 2: C1CC(=O)NC(=O)C1N2C(=O)C3=CC=CC=C3C2=O. Cell line: K-562. Synergy scores: CSS=-0.956, Synergy_ZIP=1.22, Synergy_Bliss=-4.71, Synergy_Loewe=-51.1, Synergy_HSA=-7.09.